This data is from NCI-60 drug combinations with 297,098 pairs across 59 cell lines. The task is: Regression. Given two drug SMILES strings and cell line genomic features, predict the synergy score measuring deviation from expected non-interaction effect. Drug 1: CN(CC1=CN=C2C(=N1)C(=NC(=N2)N)N)C3=CC=C(C=C3)C(=O)NC(CCC(=O)O)C(=O)O. Drug 2: C(CCl)NC(=O)N(CCCl)N=O. Cell line: M14. Synergy scores: CSS=16.9, Synergy_ZIP=-6.06, Synergy_Bliss=-10.4, Synergy_Loewe=-23.8, Synergy_HSA=-7.60.